Dataset: Peptide-MHC class I binding affinity with 185,985 pairs from IEDB/IMGT. Task: Regression. Given a peptide amino acid sequence and an MHC pseudo amino acid sequence, predict their binding affinity value. This is MHC class I binding data. (1) The peptide sequence is VNGVKGIQF. The MHC is HLA-A03:01 with pseudo-sequence HLA-A03:01. The binding affinity (normalized) is 0.0847. (2) The peptide sequence is FEGIAVLGL. The MHC is HLA-B40:01 with pseudo-sequence HLA-B40:01. The binding affinity (normalized) is 0.610. (3) The peptide sequence is HFISNSWLM. The MHC is HLA-A24:02 with pseudo-sequence HLA-A24:02. The binding affinity (normalized) is 0.933. (4) The peptide sequence is FENDIDEIL. The MHC is HLA-B40:01 with pseudo-sequence HLA-B40:01. The binding affinity (normalized) is 0.838. (5) The peptide sequence is RYSIFFDY. The MHC is HLA-A31:01 with pseudo-sequence HLA-A31:01. The binding affinity (normalized) is 0.512. (6) The peptide sequence is ITVKYPNL. The MHC is H-2-Kb with pseudo-sequence H-2-Kb. The binding affinity (normalized) is 0.860. (7) The peptide sequence is VKDSSLLNNQ. The MHC is H-2-Db with pseudo-sequence H-2-Db. The binding affinity (normalized) is 0.00393.